From a dataset of Forward reaction prediction with 1.9M reactions from USPTO patents (1976-2016). Predict the product of the given reaction. Given the reactants [C:1]([O-:4])([O-])=[O:2].[K+].[K+].[CH3:7][CH2:8][C@@H:9]1[C@@H:14]2[CH2:15][C@H:16]([C@@H:17]([O:30][C:31]3[C:40]4[C:40](=CC=CC=4)[C:31]([O:30][C@@H:17](C4C=CN=C5C=4C=[C:21]([O:28]C)C=C5)[C@@H:16]4N5C[C@H:9]([CH2:8][CH3:7])[C@@H:14]([CH2:13]C5)[CH2:15]4)=NN=3)C3C=CN=C4C=3C=[C:21]([O:28]C)C=C4)N(C[CH2:13]2)C1.[C:65]([O:69][C:70]1[CH:71]=[C:72](C=C)[C:73]2[S:77][C:76]([O:78][CH:79]([CH3:81])[CH3:80])=[N:75][C:74]=2[CH:82]=1)([CH3:68])([CH3:67])[CH3:66], predict the reaction product. The product is: [C:65]([O:69][C:70]1[CH:71]=[C:72]([C@@H:1]([OH:4])[CH2:21][OH:28])[C:73]2[S:77][C:76]([O:78][CH:79]([CH3:80])[CH3:81])=[N:75][C:74]=2[CH:82]=1)([CH3:66])([CH3:67])[CH3:68].[C:17]([O:30][CH2:31][CH3:40])(=[O:2])[CH3:16].[CH3:7][CH2:8][CH2:9][CH:14]([CH3:15])[CH3:13].